From a dataset of Catalyst prediction with 721,799 reactions and 888 catalyst types from USPTO. Predict which catalyst facilitates the given reaction. (1) Reactant: CC([N:5]([C@@H:9]([CH2:23][CH:24]([CH3:26])[CH3:25])/[CH:10]=[CH:11]/[C:12]([N:14]1[C:22]2[C:17](=[CH:18][CH:19]=[CH:20][CH:21]=2)[CH2:16][CH2:15]1)=[O:13])C(=O)[O-])(C)C.[C:27]([OH:33])([C:29]([F:32])([F:31])[F:30])=[O:28]. Product: [F:30][C:29]([F:32])([F:31])[C:27]([OH:33])=[O:28].[N:14]1([C:12](=[O:13])/[CH:11]=[CH:10]/[C@@H:9]([NH2:5])[CH2:23][CH:24]([CH3:26])[CH3:25])[C:22]2[C:17](=[CH:18][CH:19]=[CH:20][CH:21]=2)[CH2:16][CH2:15]1. The catalyst class is: 2. (2) Reactant: [CH3:1][O:2][C:3]1[CH:10]=[CH:9][C:8]([CH:11]([CH3:13])[CH3:12])=[CH:7][C:4]=1[CH:5]=[O:6].C(O)C.[BH4-].[Na+].C(OCC)(=O)C. Product: [CH3:1][O:2][C:3]1[CH:10]=[CH:9][C:8]([CH:11]([CH3:13])[CH3:12])=[CH:7][C:4]=1[CH2:5][OH:6]. The catalyst class is: 6. (3) Reactant: [NH:1]1[CH:5]=[C:4]([C:6]([OH:8])=O)[N:3]=[N:2]1.CCN(C(C)C)C(C)C.CN(C(ON1N=NC2C=CC=NC1=2)=[N+](C)C)C.F[P-](F)(F)(F)(F)F.C(OC([NH:52][C@@H:53]([CH:81]([CH3:83])[CH3:82])[C:54]([O:56][CH2:57][O:58][C:59](=[O:80])[C@@:60]([CH2:78][OH:79])([CH3:77])[CH2:61][C@H:62]([NH2:76])[CH2:63][C:64]1[CH:69]=[CH:68][C:67]([C:70]2[CH:75]=[CH:74][CH:73]=[CH:72][CH:71]=2)=[CH:66][CH:65]=1)=[O:55])=O)C1C=CC=CC=1. Product: [NH2:52][C@@H:53]([CH:81]([CH3:83])[CH3:82])[C:54]([O:56][CH2:57][O:58][C:59](=[O:80])[C@@:60]([CH2:78][OH:79])([CH3:77])[CH2:61][C@H:62]([NH:76][C:6]([C:4]1[NH:3][N:2]=[N:1][CH:5]=1)=[O:8])[CH2:63][C:64]1[CH:65]=[CH:66][C:67]([C:70]2[CH:75]=[CH:74][CH:73]=[CH:72][CH:71]=2)=[CH:68][CH:69]=1)=[O:55]. The catalyst class is: 3. (4) Reactant: [CH2:1]([O:8][C:9]1[CH:18]=[C:17]([O:19][CH2:20][C:21]2[CH:26]=[CH:25][CH:24]=[CH:23][CH:22]=2)[CH:16]=[C:15]([CH3:27])[C:10]=1[C:11]([NH:13][NH2:14])=[O:12])[C:2]1[CH:7]=[CH:6][CH:5]=[CH:4][CH:3]=1.[OH:28][C:29]1[CH:30]=[C:31]([CH:37]=[CH:38][CH:39]=1)[CH:32]([OH:36])[C:33](O)=[O:34]. Product: [OH:36][CH:32]([C:31]1[CH:37]=[CH:38][CH:39]=[C:29]([OH:28])[CH:30]=1)[C:33]([NH:14][NH:13][C:11](=[O:12])[C:10]1[C:15]([CH3:27])=[CH:16][C:17]([O:19][CH2:20][C:21]2[CH:26]=[CH:25][CH:24]=[CH:23][CH:22]=2)=[CH:18][C:9]=1[O:8][CH2:1][C:2]1[CH:3]=[CH:4][CH:5]=[CH:6][CH:7]=1)=[O:34]. The catalyst class is: 28. (5) Reactant: [CH2:1]([C@@:8]1([O:15][C@H:14]([CH:16](CC2C=CC=CC=2)[OH:17])[C@:12](CC2C=CC=CC=2)([OH:13])[C@@:10]1([C:32](=[O:34])C)[OH:11])[OH:9])C1C=CC=CC=1. Product: [C:8]([O:15][C@H:14]([C@@H:12]([C@@H:10]([CH2:32][OH:34])[OH:11])[OH:13])[CH:16]=[O:17])(=[O:9])[CH3:1]. The catalyst class is: 285.